Dataset: Reaction yield outcomes from USPTO patents with 853,638 reactions. Task: Predict the reaction yield, written as a fraction of the theoretical maximum amount of product (1.0 means a 100% yield; for example, 0.34 means a 34% yield). (1) The reactants are [CH2:1]([OH:4])[CH2:2]O.C1C=CC=CC=1.[CH3:11][C:12]1[CH:13]=[C:14]([CH:29]=[CH:30][CH:31]=1)[O:15][CH2:16][C:17]1[CH:22]=[CH:21][CH:20]=[CH:19][C:18]=1[C:23](=[N:26][O:27][CH3:28])[C:24]#[N:25].NCCO. The catalyst is O.O.C([O-])(=O)C.[Zn+2].C([O-])(=O)C.C(OCC)(=O)C. The product is [CH3:28][O:27][N:26]=[C:23]([C:24]1[O:4][CH2:1][CH2:2][N:25]=1)[C:18]1[CH:19]=[CH:20][CH:21]=[CH:22][C:17]=1[CH2:16][O:15][C:14]1[CH:29]=[CH:30][CH:31]=[C:12]([CH3:11])[CH:13]=1. The yield is 0.240. (2) The reactants are [Br:1][C:2]1[CH:7]=[CH:6][C:5]([CH2:8][C:9]#[N:10])=[CH:4][CH:3]=1.Br[CH2:12][CH2:13]Cl.[OH-].[Na+]. The catalyst is O. The product is [Br:1][C:2]1[CH:7]=[CH:6][C:5]([C:8]2([C:9]#[N:10])[CH2:13][CH2:12]2)=[CH:4][CH:3]=1. The yield is 0.990. (3) The reactants are [OH-].[Na+:2].[C:3]([C:5]1[CH:10]=[CH:9][C:8](/[C:11](=[N:34]/[O:35][CH3:36])/[CH2:12][O:13][C:14]2[CH:33]=[CH:32][C:17]([CH2:18][O:19][C:20]3[CH:25]=[CH:24][C:23]([CH:26]4[CH2:28][CH:27]4[C:29]([OH:31])=[O:30])=[CH:22][CH:21]=3)=[CH:16][CH:15]=2)=[CH:7][CH:6]=1)#[N:4]. No catalyst specified. The product is [C:3]([C:5]1[CH:10]=[CH:9][C:8](/[C:11](=[N:34]/[O:35][CH3:36])/[CH2:12][O:13][C:14]2[CH:33]=[CH:32][C:17]([CH2:18][O:19][C:20]3[CH:25]=[CH:24][C:23]([CH:26]4[CH2:28][CH:27]4[C:29]([O-:31])=[O:30])=[CH:22][CH:21]=3)=[CH:16][CH:15]=2)=[CH:7][CH:6]=1)#[N:4].[Na+:2]. The yield is 0.724. (4) The product is [C:26]([O:25][C:23]([N:30]1[CH2:35][CH2:34][N:33]([C:12]2[N:11]([C:8]3[CH:9]=[CH:10][C:5]([C:1]([CH3:4])([CH3:3])[CH3:2])=[CH:6][CH:7]=3)[C:19]3[C:14]([C:13]=2[CH:20]=[O:21])=[CH:15][CH:16]=[CH:17][CH:18]=3)[CH2:32][CH2:31]1)=[O:24])([CH3:29])([CH3:27])[CH3:28]. The yield is 0.700. The reactants are [C:1]([C:5]1[CH:10]=[CH:9][C:8]([N:11]2[C:19]3[C:14](=[CH:15][CH:16]=[CH:17][CH:18]=3)[C:13]([CH:20]=[O:21])=[C:12]2Cl)=[CH:7][CH:6]=1)([CH3:4])([CH3:3])[CH3:2].[C:23]([N:30]1[CH2:35][CH2:34][NH:33][CH2:32][CH2:31]1)([O:25][C:26]([CH3:29])([CH3:28])[CH3:27])=[O:24]. No catalyst specified. (5) The product is [Cl:1][C:2]1[CH:3]=[C:4]2[C:8](=[CH:9][C:10]=1[Cl:11])[N:7]([C@@H:12]1[O:26][C@H:25]([CH2:27][OH:28])[C@@H:14]([OH:15])[CH2:13]1)[C:6]([Br:38])=[C:5]2[C:39](=[O:41])[CH3:40]. The yield is 0.680. The reactants are [Cl:1][C:2]1[CH:3]=[C:4]2[C:8](=[CH:9][C:10]=1[Cl:11])[N:7]([C@@H:12]1[O:26][C@H:25]([CH2:27][O:28]C(C3C=CC(C)=CC=3)=O)[C@@H:14]([O:15]C(C3C=CC(C)=CC=3)=O)[CH2:13]1)[C:6]([Br:38])=[C:5]2[C:39](=[O:41])[CH3:40].C[O-].[Na+].O. The catalyst is CO. (6) The reactants are [C:1]([NH:5][C:6]1[N:15]([CH2:16][CH2:17][O:18][CH3:19])[C:14](=[O:20])[C:13]2[C:8](=[C:9](I)[CH:10]=[CH:11][CH:12]=2)[N:7]=1)([CH3:4])([CH3:3])[CH3:2].[CH3:22][C@@H:23]1[C:27]2[NH:28][C:29](B3OC(C)(C)C(C)(C)O3)=[CH:30][C:26]=2[C:25](=[O:40])[NH:24]1. No catalyst specified. The product is [C:1]([NH:5][C:6]1[N:15]([CH2:16][CH2:17][O:18][CH3:19])[C:14](=[O:20])[C:13]2[C:8](=[C:9]([C:29]3[NH:28][C:27]4[C@@H:23]([CH3:22])[NH:24][C:25](=[O:40])[C:26]=4[CH:30]=3)[CH:10]=[CH:11][CH:12]=2)[N:7]=1)([CH3:4])([CH3:3])[CH3:2]. The yield is 0.390.